Dataset: Reaction yield outcomes from USPTO patents with 853,638 reactions. Task: Predict the reaction yield, written as a fraction of the theoretical maximum amount of product (1.0 means a 100% yield; for example, 0.34 means a 34% yield). The reactants are [CH3:1][O:2][C:3]1[CH:4]=[C:5]2[C:10](=[CH:11][C:12]=1[O:13][CH3:14])[N:9]=[CH:8][N:7]=[C:6]2[NH:15][C:16]1[CH:21]=[CH:20][C:19]([N+:22]([O-])=O)=[CH:18][C:17]=1[F:25]. The catalyst is CN(C=O)C.CO.[Pd]. The product is [CH3:1][O:2][C:3]1[CH:4]=[C:5]2[C:10](=[CH:11][C:12]=1[O:13][CH3:14])[N:9]=[CH:8][N:7]=[C:6]2[NH:15][C:16]1[CH:21]=[CH:20][C:19]([NH2:22])=[CH:18][C:17]=1[F:25]. The yield is 0.650.